This data is from Full USPTO retrosynthesis dataset with 1.9M reactions from patents (1976-2016). The task is: Predict the reactants needed to synthesize the given product. (1) Given the product [C:5]1([C:3]2[N:4]=[C:26]([C:17]3[C:18]4[C:23](=[CH:22][CH:21]=[CH:20][CH:19]=4)[CH:24]=[CH:25][C:16]=3[OH:15])[O:1][N:2]=2)[C:14]2[C:9](=[CH:10][CH:11]=[CH:12][CH:13]=2)[CH:8]=[CH:7][N:6]=1, predict the reactants needed to synthesize it. The reactants are: [OH:1][NH:2][C:3]([C:5]1[C:14]2[C:9](=[CH:10][CH:11]=[CH:12][CH:13]=2)[CH:8]=[CH:7][N:6]=1)=[NH:4].[OH:15][C:16]1[CH:25]=[CH:24][C:23]2[C:18](=[CH:19][CH:20]=[CH:21][CH:22]=2)[C:17]=1[C:26](O)=O. (2) Given the product [O:1]1[CH2:6][CH2:5][CH:4]([CH2:7][NH:8][C:9]([C:11]2[C:12]([C:18]([F:21])([F:20])[F:19])=[N:13][C:14]([NH:26][C:25]3[CH:27]=[CH:28][CH:29]=[C:30]([C:31]([F:32])([F:33])[F:34])[C:24]=3[S:23][CH3:22])=[N:15][CH:16]=2)=[O:10])[CH2:3][CH2:2]1, predict the reactants needed to synthesize it. The reactants are: [O:1]1[CH2:6][CH2:5][CH:4]([CH2:7][NH:8][C:9]([C:11]2[C:12]([C:18]([F:21])([F:20])[F:19])=[N:13][C:14](Cl)=[N:15][CH:16]=2)=[O:10])[CH2:3][CH2:2]1.[CH3:22][S:23][C:24]1[C:30]([C:31]([F:34])([F:33])[F:32])=[CH:29][CH:28]=[CH:27][C:25]=1[NH2:26].